From a dataset of Full USPTO retrosynthesis dataset with 1.9M reactions from patents (1976-2016). Predict the reactants needed to synthesize the given product. (1) Given the product [N:1]1[CH:6]=[CH:5][CH:4]=[C:3]([N:7]2[CH:11]=[C:10]([C:12]3[N:17]=[C:16]([C:18]([NH2:24])=[NH:19])[CH:15]=[CH:14][CH:13]=3)[CH:9]=[N:8]2)[CH:2]=1, predict the reactants needed to synthesize it. The reactants are: [N:1]1[CH:6]=[CH:5][CH:4]=[C:3]([N:7]2[CH:11]=[C:10]([C:12]3[N:17]=[C:16]([C:18]#[N:19])[CH:15]=[CH:14][CH:13]=3)[CH:9]=[N:8]2)[CH:2]=1.C[O-].[Na+].[Cl-].[NH4+:24]. (2) Given the product [Br:1][C:2]1[CH:3]=[C:4]([C:8]2([C:16]#[N:17])[CH2:14][C@@H:13]3[N:15]([C:27]([CH3:31])([CH3:30])[C:28]#[CH:29])[C@@H:10]([CH2:11][CH2:12]3)[CH2:9]2)[CH:5]=[N:6][CH:7]=1, predict the reactants needed to synthesize it. The reactants are: [Br:1][C:2]1[CH:3]=[C:4]([C:8]2([C:16]#[N:17])[CH2:14][C@@H:13]3[NH:15][C@@H:10]([CH2:11][CH2:12]3)[CH2:9]2)[CH:5]=[N:6][CH:7]=1.C([O-])([O-])=O.[K+].[K+].[I-].[Na+].Cl[C:27]([CH3:31])([CH3:30])[C:28]#[CH:29].